This data is from Reaction yield outcomes from USPTO patents with 853,638 reactions. The task is: Predict the reaction yield, written as a fraction of the theoretical maximum amount of product (1.0 means a 100% yield; for example, 0.34 means a 34% yield). (1) The reactants are [H-].[Na+].[N:3]1[CH:8]=[CH:7][CH:6]=[CH:5][C:4]=1[N:9]([CH2:16][C:17]1[CH:25]=[CH:24][C:20]([C:21]([O-:23])=[O:22])=[CH:19][CH:18]=1)[C:10]1[CH:15]=[CH:14][CH:13]=[CH:12][N:11]=1.Br[CH2:27][C:28]1C=CC(C(OC)=O)=CC=1.[OH2:38].[CH3:39]N(C=O)C. No catalyst specified. The product is [O:38]1[C:13]2[CH:14]=[CH:15][CH:27]=[CH:28][C:12]=2[N:11]=[C:10]1[N:9]([CH2:16][C:17]1[CH:25]=[CH:24][C:20]([C:21]([O:23][CH3:39])=[O:22])=[CH:19][CH:18]=1)[C:4]1[CH:5]=[CH:6][CH:7]=[CH:8][N:3]=1. The yield is 0.480. (2) The reactants are C1(OC(=O)[N:9]([C:19]2[CH:24]=[C:23]([O:25][C:26]3[CH:31]=[CH:30][C:29]([NH:32][C:33]([C:35]4([C:38](=[O:47])[NH:39][C:40]5[CH:45]=[CH:44][C:43]([F:46])=[CH:42][CH:41]=5)[CH2:37][CH2:36]4)=[O:34])=[CH:28][C:27]=3[F:48])[CH:22]=[CH:21][N:20]=2)[C:10]([O:12]C2C=CC=CC=2)=O)C=CC=CC=1.[CH3:50][N:51]([CH3:60])[CH2:52][CH2:53][N:54]1[CH2:59][CH2:58][NH:57][CH2:56][CH2:55]1. The catalyst is CN(C)C=O. The product is [CH3:50][N:51]([CH3:60])[CH2:52][CH2:53][N:54]1[CH2:59][CH2:58][N:57]([C:10]([NH:9][C:19]2[CH:24]=[C:23]([O:25][C:26]3[CH:31]=[CH:30][C:29]([NH:32][C:33]([C:35]4([C:38]([NH:39][C:40]5[CH:45]=[CH:44][C:43]([F:46])=[CH:42][CH:41]=5)=[O:47])[CH2:37][CH2:36]4)=[O:34])=[CH:28][C:27]=3[F:48])[CH:22]=[CH:21][N:20]=2)=[O:12])[CH2:56][CH2:55]1. The yield is 0.360. (3) The reactants are F[C:2](F)(C1C=CC(F)=CC=1)C1N=C(NC2C=C(C)NN=2)C2C(=CC(F)=CC=2)N=1.[Cl:29][C:30]1[C:39]2[C:34](=[CH:35][C:36](F)=[CH:37][CH:38]=2)[N:33]=[C:32]([C:41]([F:50])([F:49])[C:42]2[CH:47]=[CH:46][C:45]([F:48])=[CH:44][CH:43]=2)[N:31]=1. No catalyst specified. The product is [Cl:29][C:30]1[C:39]2[C:34](=[CH:35][C:36]([CH3:2])=[CH:37][CH:38]=2)[N:33]=[C:32]([C:41]([F:49])([F:50])[C:42]2[CH:43]=[CH:44][C:45]([F:48])=[CH:46][CH:47]=2)[N:31]=1. The yield is 0.130. (4) The reactants are [CH2:1]([NH:3][C:4]([NH:6][C:7]1[CH:12]=[CH:11][C:10](NC2N=C(N[C:10]3[CH:11]=[CH:12][C:7]([NH:6][C:4]([NH:3][CH2:1][CH3:2])=[O:5])=[CH:8][CH:9]=3)C(F)=CN=2)=[CH:9][CH:8]=1)=[O:5])[CH3:2].[NH2:34]C1C=CC=C(N)C=1.C(N=C=O)C.C(=O)([O-])[O-].[K+].[K+]. No catalyst specified. The product is [CH2:1]([NH:3][C:4]([NH:6][C:7]1[CH:12]=[C:11]([CH:10]=[CH:9][CH:8]=1)[NH2:34])=[O:5])[CH3:2]. The yield is 0.830. (5) The reactants are [ClH:1].[S:2]1[CH:6]=[CH:5][N:4]=[C:3]1[C:7]1([NH:11]S(C(C)(C)C)=O)[CH2:10][O:9][CH2:8]1. The catalyst is O1CCOCC1.CO. The product is [ClH:1].[S:2]1[CH:6]=[CH:5][N:4]=[C:3]1[C:7]1([NH2:11])[CH2:10][O:9][CH2:8]1. The yield is 0.700. (6) No catalyst specified. The product is [CH3:47][C:44]1[CH:45]=[CH:46][C:41]([NH:40][C:32]([NH:25][C:24]2[CH:26]=[CH:27][C:21]([C:9]3[N:8]=[C:7]([N:1]4[CH2:2][CH2:3][O:4][CH2:5][CH2:6]4)[N:12]=[C:11]([N:13]4[CH:14]5[CH2:20][CH2:19][CH:18]4[CH2:17][O:16][CH2:15]5)[N:10]=3)=[CH:22][CH:23]=2)=[O:38])=[CH:42][CH:43]=1. The yield is 0.310. The reactants are [N:1]1([C:7]2[N:12]=[C:11]([N:13]3[CH:18]4[CH2:19][CH2:20][CH:14]3[CH2:15][O:16][CH2:17]4)[N:10]=[C:9]([C:21]3[CH:27]=[CH:26][C:24]([NH2:25])=[CH:23][CH:22]=3)[N:8]=2)[CH2:6][CH2:5][O:4][CH2:3][CH2:2]1.ClC(Cl)(O[C:32](=[O:38])OC(Cl)(Cl)Cl)Cl.[NH2:40][C:41]1[CH:46]=[CH:45][C:44]([CH3:47])=[CH:43][CH:42]=1. (7) The reactants are F[C:2]1[CH:7]=[CH:6][C:5]([S:8]([CH3:11])(=[O:10])=[O:9])=[CH:4][C:3]=1[N+:12]([O-:14])=[O:13].[CH:15]1([CH2:18][NH2:19])[CH2:17][CH2:16]1.C(N(CC)C(C)C)(C)C. No catalyst specified. The product is [CH:15]1([CH2:18][NH:19][C:2]2[CH:7]=[CH:6][C:5]([S:8]([CH3:11])(=[O:10])=[O:9])=[CH:4][C:3]=2[N+:12]([O-:14])=[O:13])[CH2:17][CH2:16]1. The yield is 1.00. (8) The reactants are [NH2:1][C:2]1[CH:3]=[C:4]([S:8]([NH2:11])(=[O:10])=[O:9])[CH:5]=[CH:6][CH:7]=1.C([O-])([O-])=O.[K+].[K+].[F:18][C:19]1[CH:27]=[C:26]([C:28]([F:31])([F:30])[F:29])[CH:25]=[C:24]([C:32]([F:35])([F:34])[F:33])[C:20]=1[C:21](Cl)=[O:22].C(OCC)(=O)C. The catalyst is COC(C)(C)C.O. The product is [F:18][C:19]1[CH:27]=[C:26]([C:28]([F:30])([F:31])[F:29])[CH:25]=[C:24]([C:32]([F:33])([F:34])[F:35])[C:20]=1[C:21]([NH:1][C:2]1[CH:7]=[CH:6][CH:5]=[C:4]([S:8](=[O:9])(=[O:10])[NH2:11])[CH:3]=1)=[O:22]. The yield is 0.230. (9) The reactants are [CH2:1]([C:5](C)=O)[CH:2](C)C.[CH2:8]([N:10]([CH2:13][CH3:14])[CH2:11][CH3:12])C.[CH3:15][C@H:16]1[C@@:25]2([CH3:41])[C@H:26]([O:36][C:37]([CH2:39]O)=[O:38])[CH2:27][C@:28]([CH:34]=[CH2:35])([CH3:33])[C@@H:29]([OH:32])[C@H:30]([CH3:31])[C@:19]3([C@@H:24]2[C:22](=[O:23])[CH2:21][CH2:20]3)[CH2:18][CH2:17]1.[S:42]([O-])(=O)(=O)C.Cl. The product is [CH3:15][C@H:16]1[C@@:25]2([CH3:41])[C@H:26]([O:36][C:37]([CH2:39][S:42][CH:1]3[CH2:5][CH:11]4[N:10]([CH3:8])[CH:13]([CH2:14][CH2:12]4)[CH2:2]3)=[O:38])[CH2:27][C@:28]([CH:34]=[CH2:35])([CH3:33])[C@@H:29]([OH:32])[C@H:30]([CH3:31])[C@:19]3([C@H:24]2[C:22](=[O:23])[CH2:21][CH2:20]3)[CH2:18][CH2:17]1. The catalyst is O. The yield is 0.800.